Predict the reaction yield, written as a fraction of the theoretical maximum amount of product (1.0 means a 100% yield; for example, 0.34 means a 34% yield). From a dataset of Reaction yield outcomes from USPTO patents with 853,638 reactions. (1) The reactants are [Br:1][C:2]1[CH:3]=[CH:4][C:5]2[N:6]([CH2:16][C:17](=O)[CH2:18][O:19][C:20]3[CH:25]=[CH:24][CH:23]=[CH:22][CH:21]=3)[C:7]3[C:12]([C:13]=2[CH:14]=1)=[CH:11][C:10]([Br:15])=[CH:9][CH:8]=3.N1C(C)=CC=CC=1C.Cl.[CH2:36]([O:43][NH2:44])[C:37]1[CH:42]=[CH:41][CH:40]=[CH:39][CH:38]=1. The catalyst is C1COCC1. The product is [CH2:36]([O:43]/[N:44]=[C:17](\[CH2:18][O:19][C:20]1[CH:25]=[CH:24][CH:23]=[CH:22][CH:21]=1)/[CH2:16][N:6]1[C:7]2[CH:8]=[CH:9][C:10]([Br:15])=[CH:11][C:12]=2[C:13]2[C:5]1=[CH:4][CH:3]=[C:2]([Br:1])[CH:14]=2)[C:37]1[CH:42]=[CH:41][CH:40]=[CH:39][CH:38]=1. The yield is 0.934. (2) The reactants are C(Cl)(=O)C(Cl)=O.CS(C)=O.[OH:11][CH2:12][CH:13]1[CH2:18][CH2:17][N:16]([C:19]([O:21][CH2:22][CH3:23])=[O:20])[CH2:15][CH2:14]1.C(N(CC)CC)C. The catalyst is ClCCl. The product is [CH:12]([CH:13]1[CH2:18][CH2:17][N:16]([C:19]([O:21][CH2:22][CH3:23])=[O:20])[CH2:15][CH2:14]1)=[O:11]. The yield is 0.900. (3) The reactants are [NH2:1][C:2]1[C:11]2[S:10](=[O:13])(=[O:12])[N:9]=[C:8]([C:14]3[C:15](=[O:30])[N:16]([NH:25][CH2:26][CH:27]([CH3:29])[CH3:28])[C:17]4[C:22]([C:23]=3[OH:24])=[CH:21][CH:20]=[CH:19][CH:18]=4)[NH:7][C:6]=2[CH:5]=[CH:4][C:3]=1[OH:31].[CH:32](OC)(OC)OC.C1(C)C=CC(S(O)(=O)=O)=CC=1. The catalyst is CN(C)C=O. The product is [O:13]=[S:10]1(=[O:12])[C:11]2[C:2]3[N:1]=[CH:32][O:31][C:3]=3[CH:4]=[CH:5][C:6]=2[NH:7][C:8]([C:14]2[C:15](=[O:30])[N:16]([NH:25][CH2:26][CH:27]([CH3:29])[CH3:28])[C:17]3[C:22]([C:23]=2[OH:24])=[CH:21][CH:20]=[CH:19][CH:18]=3)=[N:9]1. The yield is 0.220.